From a dataset of Full USPTO retrosynthesis dataset with 1.9M reactions from patents (1976-2016). Predict the reactants needed to synthesize the given product. (1) Given the product [CH2:1]([C:3]([C:21]1[CH:35]=[CH:34][C:24]([O:25][CH2:26][C@@H:27]([OH:33])[CH2:28][CH2:29][C:30]([OH:32])=[O:31])=[C:23]([CH3:36])[CH:22]=1)([C:6]1[CH:11]=[CH:10][C:9]([CH2:12][CH2:13][C:14]([CH2:15][CH3:16])([OH:17])[CH2:18][CH3:19])=[C:8]([CH3:20])[CH:7]=1)[CH2:4][CH3:5])[CH3:2], predict the reactants needed to synthesize it. The reactants are: [CH2:1]([C:3]([C:21]1[CH:35]=[CH:34][C:24]([O:25][CH2:26][C@@H:27]([OH:33])[CH2:28][CH2:29][C:30]([OH:32])=[O:31])=[C:23]([CH3:36])[CH:22]=1)([C:6]1[CH:11]=[CH:10][C:9]([C:12]#[C:13][C:14]([CH2:18][CH3:19])([OH:17])[CH2:15][CH3:16])=[C:8]([CH3:20])[CH:7]=1)[CH2:4][CH3:5])[CH3:2].[OH-].[K+]. (2) Given the product [Cl:1][C:2]1[N:9]=[C:8]([Cl:10])[C:7]([Cl:11])=[CH:6][C:3]=1[C:4]#[N:5], predict the reactants needed to synthesize it. The reactants are: [Cl:1][C:2]1[N:9]=[C:8]([Cl:10])[C:7]([Cl:11])=[C:6](Cl)[C:3]=1[C:4]#[N:5].[NH4+].[Cl-]. (3) Given the product [Cl:1][C:2]1[CH:7]=[CH:6][C:5]([C:8]2[NH:12][C:11](=[O:16])[N:10]([CH2:17][C:18]([O:20][CH3:21])=[O:19])[N:9]=2)=[CH:4][CH:3]=1, predict the reactants needed to synthesize it. The reactants are: [Cl:1][C:2]1[CH:7]=[CH:6][C:5]([C:8]2[N:12](CC=C)[C:11](=[O:16])[N:10]([CH2:17][C:18]([O:20][CH3:21])=[O:19])[N:9]=2)=[CH:4][CH:3]=1.C(O)=O.C(N(CC)CC)C. (4) Given the product [CH3:1][O:2][CH2:3][CH2:4][N:5]1[C:10]2=[N:11][C:12]([C:21]3[C:22]([CH3:38])=[N:23][C:24]([C:27]4[NH:31][CH:30]=[N:29][N:28]=4)=[CH:25][CH:26]=3)=[CH:13][N:14]=[C:9]2[NH:8][CH2:7][C:6]1=[O:19], predict the reactants needed to synthesize it. The reactants are: [CH3:1][O:2][CH2:3][CH2:4][N:5]1[C:10]2=[N:11][C:12]([Sn](C)(C)C)=[CH:13][N:14]=[C:9]2[NH:8][CH2:7][C:6]1=[O:19].Br[C:21]1[C:22]([CH3:38])=[N:23][C:24]([C:27]2[N:31]=[CH:30][N:29](C3CCCCO3)[N:28]=2)=[CH:25][CH:26]=1.C1(C)C=CC=CC=1P(C1C=CC=CC=1C)C1C=CC=CC=1C.C(N(CC)CC)C. (5) Given the product [NH2:1][C:2]1[C:7]([F:8])=[C:6]([Cl:9])[N:5]=[C:4]([C:10]([O:12][CH3:13])=[O:11])[C:3]=1[S:20][CH3:21], predict the reactants needed to synthesize it. The reactants are: [NH2:1][C:2]1[C:7]([F:8])=[C:6]([Cl:9])[N:5]=[C:4]([C:10]([O:12][CH3:13])=[O:11])[C:3]=1I.C([Sn](CCCC)(CCCC)[S:20][CH3:21])CCC. (6) Given the product [Br:1][C:2]1[CH:3]=[C:4]([N:8]2[C:9]3[CH:14]=[CH:13][CH:12]=[CH:11][C:10]=3[N:15]=[C:16]2[C:17]2[CH:22]=[CH:21][CH:20]=[CH:19][CH:18]=2)[CH:5]=[CH:6][CH:7]=1, predict the reactants needed to synthesize it. The reactants are: [Br:1][C:2]1[CH:3]=[C:4]([NH:8][C:9]2[CH:14]=[CH:13][CH:12]=[CH:11][C:10]=2[NH:15][C:16](=O)[C:17]2[CH:22]=[CH:21][CH:20]=[CH:19][CH:18]=2)[CH:5]=[CH:6][CH:7]=1.O.C1(C)C=CC(S(O)(=O)=O)=CC=1.C(OCC)(=O)C.C(Cl)Cl. (7) Given the product [CH:10]([N:9]1[C:7](=[O:8])[C:6]2=[CH:5][N:4]([C:13]3[CH:18]=[CH:17][N:16]=[N:15][CH:14]=3)[N:3]=[C:2]2[N:1]=[CH:19]1)([CH3:12])[CH3:11], predict the reactants needed to synthesize it. The reactants are: [NH2:1][C:2]1[C:6]([C:7]([NH:9][CH:10]([CH3:12])[CH3:11])=[O:8])=[CH:5][N:4]([C:13]2[CH:18]=[CH:17][N:16]=[N:15][CH:14]=2)[N:3]=1.[C:19]1(C)C=CC(S(O)(=O)=O)=CC=1.C(OCC)(OCC)OCC. (8) Given the product [Cl:24][C:4]1[C:3]([O:2][CH3:1])=[C:12]([O:13][CH3:14])[CH:11]=[C:10]2[C:5]=1[CH:6]=[C:7]([C:19]([O:21][CH2:22][CH3:23])=[O:20])[CH:8]([C:15]([F:16])([F:17])[F:18])[O:9]2.[Cl:24][C:11]1[C:12]([O:13][CH3:14])=[C:3]([O:2][CH3:1])[CH:4]=[C:5]2[C:10]=1[O:9][CH:8]([C:15]([F:16])([F:17])[F:18])[C:7]([C:19]([O:21][CH2:22][CH3:23])=[O:20])=[CH:6]2, predict the reactants needed to synthesize it. The reactants are: [CH3:1][O:2][C:3]1[CH:4]=[C:5]2[C:10](=[CH:11][C:12]=1[O:13][CH3:14])[O:9][CH:8]([C:15]([F:18])([F:17])[F:16])[C:7]([C:19]([O:21][CH2:22][CH3:23])=[O:20])=[CH:6]2.[Cl:24]Cl. (9) Given the product [C:1]([C:5]1[C:10]([C:11]([NH:13][CH2:14][CH:15]2[CH2:20][CH2:19][CH2:18][CH2:17][CH2:16]2)=[O:12])=[CH:9][N:8]=[C:7]([NH:26][C:25]2[CH:27]=[CH:28][CH:29]=[C:23]([Cl:22])[CH:24]=2)[CH:6]=1)([CH3:4])([CH3:3])[CH3:2], predict the reactants needed to synthesize it. The reactants are: [C:1]([C:5]1[C:10]([C:11]([NH:13][CH2:14][CH:15]2[CH2:20][CH2:19][CH2:18][CH2:17][CH2:16]2)=[O:12])=[CH:9][N:8]=[C:7](Cl)[CH:6]=1)([CH3:4])([CH3:3])[CH3:2].[Cl:22][C:23]1[CH:24]=[C:25]([CH:27]=[CH:28][CH:29]=1)[NH2:26].CS(O)(=O)=O. (10) Given the product [CH:1]1([C:4]2[N:5]([CH2:32][C:29]3[N:28]=[C:27]([C:23]4[CH:24]=[CH:25][CH:26]=[C:21]([C:20]([F:35])([F:19])[F:34])[CH:22]=4)[O:31][N:30]=3)[C:6]3[C:11]([CH:12]=2)=[C:10]([C:13]([F:14])([F:15])[F:16])[C:9]([C:17]#[N:18])=[CH:8][CH:7]=3)[CH2:2][CH2:3]1, predict the reactants needed to synthesize it. The reactants are: [CH:1]1([C:4]2[NH:5][C:6]3[C:11]([CH:12]=2)=[C:10]([C:13]([F:16])([F:15])[F:14])[C:9]([C:17]#[N:18])=[CH:8][CH:7]=3)[CH2:3][CH2:2]1.[F:19][C:20]([F:35])([F:34])[C:21]1[CH:22]=[C:23]([C:27]2[O:31][N:30]=[C:29]([CH2:32]Cl)[N:28]=2)[CH:24]=[CH:25][CH:26]=1.